This data is from NCI-60 drug combinations with 297,098 pairs across 59 cell lines. The task is: Regression. Given two drug SMILES strings and cell line genomic features, predict the synergy score measuring deviation from expected non-interaction effect. (1) Drug 1: C1CCN(CC1)CCOC2=CC=C(C=C2)C(=O)C3=C(SC4=C3C=CC(=C4)O)C5=CC=C(C=C5)O. Drug 2: CC(CN1CC(=O)NC(=O)C1)N2CC(=O)NC(=O)C2. Cell line: CCRF-CEM. Synergy scores: CSS=28.2, Synergy_ZIP=1.56, Synergy_Bliss=-2.51, Synergy_Loewe=-6.40, Synergy_HSA=-5.16. (2) Drug 1: CN1C(=O)N2C=NC(=C2N=N1)C(=O)N. Drug 2: CC1CCC2CC(C(=CC=CC=CC(CC(C(=O)C(C(C(=CC(C(=O)CC(OC(=O)C3CCCCN3C(=O)C(=O)C1(O2)O)C(C)CC4CCC(C(C4)OC)OCCO)C)C)O)OC)C)C)C)OC. Cell line: MALME-3M. Synergy scores: CSS=8.00, Synergy_ZIP=-4.49, Synergy_Bliss=-1.11, Synergy_Loewe=-16.0, Synergy_HSA=-6.21.